Dataset: Catalyst prediction with 721,799 reactions and 888 catalyst types from USPTO. Task: Predict which catalyst facilitates the given reaction. (1) Reactant: [C:1](O)(=O)[CH2:2][C:3]([OH:5])=[O:4].[CH:8]1(C=O)[CH2:13][CH2:12][CH2:11][CH2:10][CH2:9]1.N1CCCCC1.Cl. Product: [CH:8]1([CH:1]=[CH:2][C:3]([OH:5])=[O:4])[CH2:13][CH2:12][CH2:11][CH2:10][CH2:9]1. The catalyst class is: 228. (2) Reactant: [CH3:1][C:2]1[CH:6]=[CH:5][S:4][C:3]=1[C:7]1[CH2:12][N:11]([C:13]([O:15][C:16]([CH3:19])([CH3:18])[CH3:17])=[O:14])[CH2:10][CH2:9][C:8]=1[C:20]([O:22][CH2:23][CH3:24])=[O:21].[Mg].[Cl-].[NH4+]. Product: [CH3:1][C:2]1[CH:6]=[CH:5][S:4][C:3]=1[C@@H:7]1[C@@H:8]([C:20]([O:22][CH2:23][CH3:24])=[O:21])[CH2:9][CH2:10][N:11]([C:13]([O:15][C:16]([CH3:17])([CH3:19])[CH3:18])=[O:14])[CH2:12]1. The catalyst class is: 5.